From a dataset of Full USPTO retrosynthesis dataset with 1.9M reactions from patents (1976-2016). Predict the reactants needed to synthesize the given product. (1) Given the product [N:1]1([C:10]2[N:18]=[C:17]([NH:20][C@@H:21]([CH2:24][CH3:25])[CH2:22][OH:23])[N:16]=[C:15]3[C:11]=2[N:12]=[CH:13][NH:14]3)[C:5]2[CH:6]=[CH:7][CH:8]=[CH:9][C:4]=2[N:3]=[CH:2]1, predict the reactants needed to synthesize it. The reactants are: [N:1]1([C:10]2[N:18]=[C:17](Cl)[N:16]=[C:15]3[C:11]=2[N:12]=[CH:13][NH:14]3)[C:5]2[CH:6]=[CH:7][CH:8]=[CH:9][C:4]=2[N:3]=[CH:2]1.[NH2:20][CH:21]([CH2:24][CH3:25])[CH2:22][OH:23]. (2) The reactants are: [C:1]([O:5][C:6]([NH:8][C@H:9]1[CH2:14][CH2:13][C@H:12]([O:15][C:16]2[C:21]([C:22]([O:24]CC)=[O:23])=[CH:20][N:19]=[C:18]([N:27]([CH3:29])[CH3:28])[N:17]=2)[CH2:11][CH2:10]1)=[O:7])([CH3:4])([CH3:3])[CH3:2].[OH-].[Na+].C(O)(=O)CC(CC(O)=O)(C(O)=O)O. Given the product [C:1]([O:5][C:6]([NH:8][C@H:9]1[CH2:10][CH2:11][C@H:12]([O:15][C:16]2[C:21]([C:22]([OH:24])=[O:23])=[CH:20][N:19]=[C:18]([N:27]([CH3:29])[CH3:28])[N:17]=2)[CH2:13][CH2:14]1)=[O:7])([CH3:4])([CH3:3])[CH3:2], predict the reactants needed to synthesize it.